This data is from Retrosynthesis with 50K atom-mapped reactions and 10 reaction types from USPTO. The task is: Predict the reactants needed to synthesize the given product. (1) Given the product CCc1cc(-c2cncc(C(=O)NCc3ccc(S(N)(=O)=O)cc3)c2)c(C)[nH]c1=O, predict the reactants needed to synthesize it. The reactants are: CCc1cc(-c2cncc(C(=O)O)c2)c(C)[nH]c1=O.NCc1ccc(S(N)(=O)=O)cc1. (2) Given the product CCOC(=O)c1cc(C#N)c(N2CC(C(=O)O)C2)nc1C(F)F, predict the reactants needed to synthesize it. The reactants are: CCOC(=O)c1cc(C#N)c(Cl)nc1C(F)F.O=C(O)C1CNC1. (3) Given the product CCCc1nc(I)c(C=O)[nH]1, predict the reactants needed to synthesize it. The reactants are: CCCc1nc(I)c(CO)[nH]1. (4) Given the product CCOC(=O)Cc1cccc(C(=O)c2ccc(Br)cc2)c1N, predict the reactants needed to synthesize it. The reactants are: CCI.Nc1c(CC(=O)O)cccc1C(=O)c1ccc(Br)cc1. (5) Given the product CC(C)N1CCN(Cc2ccc(-c3ccc4c(Nc5ccc(Sc6nccn6C)c(Cl)c5)c(C#N)cnc4c3)cc2)CC1, predict the reactants needed to synthesize it. The reactants are: CC(C)=O.Cn1ccnc1Sc1ccc(Nc2c(C#N)cnc3cc(-c4ccc(CN5CCNCC5)cc4)ccc23)cc1Cl. (6) Given the product CS(=O)(=O)c1ccc(-c2ccc(OCC3CCNCC3)nc2)cc1, predict the reactants needed to synthesize it. The reactants are: CC(C)(C)OC(=O)N1CCC(COc2ccc(-c3ccc(S(C)(=O)=O)cc3)cn2)CC1. (7) Given the product COc1ccccc1N(CCN1CCC(C(=O)c2ccc(F)cc2)CC1)C(=O)c1ccc(NS(C)(=O)=O)cc1, predict the reactants needed to synthesize it. The reactants are: COc1ccccc1N(CCN1CCC(C(=O)c2ccc(F)cc2)CC1)C(=O)c1ccc(N)cc1.CS(=O)(=O)Cl. (8) Given the product CC(C)N(C)C/C=C/C(=O)N1CCc2c(oc3ncnc(Nc4ccc(Cl)c(Cl)c4)c23)C1, predict the reactants needed to synthesize it. The reactants are: CC(C)N(C)C/C=C/C(=O)O.Clc1ccc(Nc2ncnc3oc4c(c23)CCNC4)cc1Cl. (9) Given the product CC1(C)CN(CC2Cc3ccc(-c4ccccc4)nc3C2)c2nc(-c3ccncn3)cc(=O)n2C1, predict the reactants needed to synthesize it. The reactants are: CC1(C)CN(CC2Cc3ccc(Cl)nc3C2)c2nc(-c3ccncn3)cc(=O)n2C1.OB(O)c1ccccc1.